From a dataset of Catalyst prediction with 721,799 reactions and 888 catalyst types from USPTO. Predict which catalyst facilitates the given reaction. (1) Reactant: [C:1]1([CH2:15]O)[C:14]2[C:5](=[CH:6][C:7]3[C:12]([CH:13]=2)=[CH:11][CH:10]=[CH:9][CH:8]=3)[CH:4]=[CH:3][CH:2]=1.C(Cl)(Cl)Cl.N1C=CC=CC=1.P(Br)(Br)[Br:28]. Product: [Br:28][CH2:15][C:1]1[C:14]2[C:5](=[CH:6][C:7]3[C:12]([CH:13]=2)=[CH:11][CH:10]=[CH:9][CH:8]=3)[CH:4]=[CH:3][CH:2]=1. The catalyst class is: 6. (2) Reactant: [NH2:1][C:2]1[CH:7]=[CH:6][C:5]([C:8]2[C:9]([NH2:17])=[N:10][C:11]([NH2:16])=[N:12][C:13]=2[CH2:14][CH3:15])=[CH:4][CH:3]=1.[CH2:18]1[C:26]2[C:21](=[CH:22][CH:23]=[CH:24][CH:25]=2)[CH2:20][CH:19]1[C:27](O)=[O:28].CCN(CC)CC.CN(C(ON1N=NC2C=CC=CC1=2)=[N+](C)C)C.[B-](F)(F)(F)F. Product: [NH2:16][C:11]1[N:10]=[C:9]([NH2:17])[C:8]([C:5]2[CH:4]=[CH:3][C:2]([NH:1][C:27]([CH:19]3[CH2:20][C:21]4[C:26](=[CH:25][CH:24]=[CH:23][CH:22]=4)[CH2:18]3)=[O:28])=[CH:7][CH:6]=2)=[C:13]([CH2:14][CH3:15])[N:12]=1. The catalyst class is: 3. (3) The catalyst class is: 7. Reactant: [H-].[Na+].[CH2:3]([CH:10]([C:16]([O:18][CH2:19][CH3:20])=[O:17])[C:11]([O:13][CH2:14][CH3:15])=[O:12])[C:4]1[CH:9]=[CH:8][CH:7]=[CH:6][CH:5]=1.Br[CH2:22][C:23]([C:25]1[CH:30]=[CH:29][C:28]([Br:31])=[CH:27][CH:26]=1)=[O:24].O. Product: [CH2:3]([C:10]([CH2:22][C:23]([C:25]1[CH:30]=[CH:29][C:28]([Br:31])=[CH:27][CH:26]=1)=[O:24])([C:11]([O:13][CH2:14][CH3:15])=[O:12])[C:16]([O:18][CH2:19][CH3:20])=[O:17])[C:4]1[CH:9]=[CH:8][CH:7]=[CH:6][CH:5]=1. (4) Reactant: CNN.O=C1C2C(=CC=CC=2)C(=O)[N:6]1[N:15]([C@H:23]1[CH2:27][CH2:26][O:25][CH2:24]1)[C:16](=[O:22])[O:17][C:18]([CH3:21])([CH3:20])[CH3:19]. Product: [O:25]1[CH2:26][CH2:27][C@H:23]([N:15]([C:16]([O:17][C:18]([CH3:21])([CH3:20])[CH3:19])=[O:22])[NH2:6])[CH2:24]1. The catalyst class is: 1. (5) Reactant: [NH2:1][C@H:2]1[CH2:9][C@@:8]2([C:10]([O:12][CH2:13][C:14]3[CH:19]=[CH:18][CH:17]=[CH:16][CH:15]=3)=[O:11])[C@H:4]([CH2:5][CH2:6][CH2:7]2)[CH2:3]1.Br[CH2:21][CH2:22][CH:23]([C:26]1[CH:31]=[CH:30][CH:29]=[CH:28][CH:27]=1)[CH2:24]Br.[CH:32](N(CC)C(C)C)(C)C.O. Product: [C:26]1([CH:23]2[CH2:24][CH2:32][N:1]([C@H:2]3[CH2:9][C@@:8]4([C:10]([O:12][CH2:13][C:14]5[CH:15]=[CH:16][CH:17]=[CH:18][CH:19]=5)=[O:11])[C@H:4]([CH2:5][CH2:6][CH2:7]4)[CH2:3]3)[CH2:21][CH2:22]2)[CH:31]=[CH:30][CH:29]=[CH:28][CH:27]=1. The catalyst class is: 10. (6) Reactant: [F:1][C:2]1[CH:9]=[C:8]([C:10]([F:13])([F:12])[F:11])[CH:7]=[CH:6][C:3]=1[CH2:4][NH2:5].ClC(Cl)(O[C:18](=[O:24])[O:19][C:20](Cl)(Cl)Cl)Cl.[N-:26]=[C:27]=[O:28]. Product: [F:1][C:2]1[CH:9]=[C:8]([C:10]([F:11])([F:12])[F:13])[CH:7]=[CH:6][C:3]=1[CH2:4][NH:5][C:27]([NH:26][C:3]1[C:4]2[NH:5][C:18](=[O:24])[O:19][C:20]=2[CH:8]=[CH:9][CH:2]=1)=[O:28]. The catalyst class is: 329. (7) Reactant: [F:1][C:2]1[CH:3]=[C:4]([C:12]2[N:13]=[C:14]([NH:17]C(=O)C)[NH:15][CH:16]=2)[CH:5]=[CH:6][C:7]=1[C:8]([F:11])([F:10])[F:9].OS(O)(=O)=O.[K]. Product: [F:1][C:2]1[CH:3]=[C:4]([C:12]2[N:13]=[C:14]([NH2:17])[NH:15][CH:16]=2)[CH:5]=[CH:6][C:7]=1[C:8]([F:11])([F:9])[F:10]. The catalyst class is: 24.